Dataset: Reaction yield outcomes from USPTO patents with 853,638 reactions. Task: Predict the reaction yield, written as a fraction of the theoretical maximum amount of product (1.0 means a 100% yield; for example, 0.34 means a 34% yield). (1) The product is [O:1]=[C:2]1[C:11]2[C:6](=[CH:7][CH:8]=[CH:9][CH:10]=2)[N:5]=[C:4]([C:12]([NH:14][CH2:15][C:16]2[CH:17]=[C:18]([O:22][CH2:23][CH2:24][CH2:25][C:26]([OH:28])=[O:27])[CH:19]=[CH:20][CH:21]=2)=[O:13])[NH:3]1. The reactants are [O:1]=[C:2]1[C:11]2[C:6](=[CH:7][CH:8]=[CH:9][CH:10]=2)[N:5]=[C:4]([C:12]([NH:14][CH2:15][C:16]2[CH:17]=[C:18]([O:22][CH2:23][CH2:24][CH2:25][C:26]([O:28]CC)=[O:27])[CH:19]=[CH:20][CH:21]=2)=[O:13])[NH:3]1.[OH-].[Na+].C1COCC1.CO. The yield is 0.690. The catalyst is O. (2) The yield is 0.870. The catalyst is ClCCl.C(OCC)(=O)C.C([O-])(=O)C.[Cu+2].C([O-])(=O)C. The reactants are [CH3:1][C:2]1[N:29]=[C:5]2[NH:6][C:7](=[O:28])[C:8]([CH2:13][C:14]3[CH:19]=[CH:18][C:17]([C:20]4[C:21]([C:26]#[N:27])=[CH:22][CH:23]=[CH:24][CH:25]=4)=[CH:16][CH:15]=3)=[C:9]([CH2:10][CH2:11][CH3:12])[N:4]2[N:3]=1.[CH3:30][CH:31]1[CH2:35][C:34]2[CH:36]=[C:37](B(O)O)[CH:38]=[CH:39][C:33]=2[O:32]1.C(N(CC)CC)C.N1C=CC=CC=1. The product is [CH3:1][C:2]1[N:29]=[C:5]2[N:6]([C:37]3[CH:38]=[CH:39][C:33]4[O:32][CH:31]([CH3:30])[CH2:35][C:34]=4[CH:36]=3)[C:7](=[O:28])[C:8]([CH2:13][C:14]3[CH:19]=[CH:18][C:17]([C:20]4[C:21]([C:26]#[N:27])=[CH:22][CH:23]=[CH:24][CH:25]=4)=[CH:16][CH:15]=3)=[C:9]([CH2:10][CH2:11][CH3:12])[N:4]2[N:3]=1. (3) The reactants are [C:1]([C:5]1[CH:6]=[C:7]([NH2:28])[N:8]([C:10]2[CH:15]=[CH:14][C:13]([Cl:16])=[C:12]([O:17][CH2:18][CH2:19][CH2:20][O:21][CH:22]3[CH2:27][CH2:26][CH2:25][CH2:24][O:23]3)[CH:11]=2)[N:9]=1)([CH3:4])([CH3:3])[CH3:2].[OH-].[Na+].Cl[C:32]([O:34][CH2:35][C:36]([Cl:39])([Cl:38])[Cl:37])=[O:33]. The catalyst is CCOC(C)=O. The product is [Cl:37][C:36]([Cl:39])([Cl:38])[CH2:35][O:34][C:32](=[O:33])[NH:28][C:7]1[N:8]([C:10]2[CH:15]=[CH:14][C:13]([Cl:16])=[C:12]([O:17][CH2:18][CH2:19][CH2:20][O:21][CH:22]3[CH2:27][CH2:26][CH2:25][CH2:24][O:23]3)[CH:11]=2)[N:9]=[C:5]([C:1]([CH3:4])([CH3:2])[CH3:3])[CH:6]=1. The yield is 0.700. (4) The reactants are [NH2:1][C:2]1[C:7]([CH:8]2[CH2:12][CH2:11][CH2:10][O:9]2)=[CH:6][C:5]([C:13]2[CH:14]=[N:15][C:16]([C:19]([OH:22])([CH3:21])[CH3:20])=[N:17][CH:18]=2)=[CH:4][C:3]=1[N+:23]([O-])=O.C1COCC1.CCN(CC)CC. The catalyst is [Pd].CO. The product is [NH2:23][C:3]1[CH:4]=[C:5]([C:13]2[CH:18]=[N:17][C:16]([C:19]([OH:22])([CH3:20])[CH3:21])=[N:15][CH:14]=2)[CH:6]=[C:7]([CH:8]2[CH2:12][CH2:11][CH2:10][O:9]2)[C:2]=1[NH2:1]. The yield is 0.980.